From a dataset of NCI-60 drug combinations with 297,098 pairs across 59 cell lines. Regression. Given two drug SMILES strings and cell line genomic features, predict the synergy score measuring deviation from expected non-interaction effect. (1) Drug 1: CC12CCC(CC1=CCC3C2CCC4(C3CC=C4C5=CN=CC=C5)C)O. Drug 2: B(C(CC(C)C)NC(=O)C(CC1=CC=CC=C1)NC(=O)C2=NC=CN=C2)(O)O. Cell line: SW-620. Synergy scores: CSS=16.4, Synergy_ZIP=-1.82, Synergy_Bliss=-0.0189, Synergy_Loewe=-7.44, Synergy_HSA=-0.208. (2) Drug 1: CC1=C(C=C(C=C1)NC2=NC=CC(=N2)N(C)C3=CC4=NN(C(=C4C=C3)C)C)S(=O)(=O)N.Cl. Drug 2: CC1=C2C(C(=O)C3(C(CC4C(C3C(C(C2(C)C)(CC1OC(=O)C(C(C5=CC=CC=C5)NC(=O)OC(C)(C)C)O)O)OC(=O)C6=CC=CC=C6)(CO4)OC(=O)C)O)C)O. Cell line: IGROV1. Synergy scores: CSS=34.2, Synergy_ZIP=4.95, Synergy_Bliss=6.57, Synergy_Loewe=-17.0, Synergy_HSA=6.86.